Dataset: Catalyst prediction with 721,799 reactions and 888 catalyst types from USPTO. Task: Predict which catalyst facilitates the given reaction. (1) Reactant: [CH3:1][O:2][C:3]1[CH:8]=[CH:7][C:6]([CH2:9][C:10]([NH:12][C:13]2[CH:17]=[CH:16][S:15][C:14]=2[C:18]2[N:19]=[CH:20][N:21](C(C3C=CC=CC=3)(C3C=CC=CC=3)C3C=CC=CC=3)[CH:22]=2)=[O:11])=[CH:5][CH:4]=1. Product: [NH:21]1[CH:22]=[C:18]([C:14]2[S:15][CH:16]=[CH:17][C:13]=2[NH:12][C:10](=[O:11])[CH2:9][C:6]2[CH:7]=[CH:8][C:3]([O:2][CH3:1])=[CH:4][CH:5]=2)[N:19]=[CH:20]1. The catalyst class is: 67. (2) Reactant: [C:1]1([NH:7][C:8]([NH2:10])=[O:9])[CH:6]=[CH:5][CH:4]=[CH:3][CH:2]=1.Br[CH2:12][C:13](=O)[C:14]([O:16][CH2:17][CH3:18])=[O:15]. Product: [C:1]1([NH:7][C:8]2[O:9][CH:12]=[C:13]([C:14]([O:16][CH2:17][CH3:18])=[O:15])[N:10]=2)[CH:6]=[CH:5][CH:4]=[CH:3][CH:2]=1. The catalyst class is: 3. (3) Reactant: C[O:2][C:3]([C:5]1([CH2:11][S:12](Cl)(=[O:14])=[O:13])[CH2:10][CH2:9][O:8][CH2:7][CH2:6]1)=[O:4].Cl.[Br:17][C:18]1[CH:23]=[CH:22][C:21]([N:24]2[CH2:29][CH2:28][NH:27][CH2:26][CH2:25]2)=[CH:20][CH:19]=1.C(N(CC)CC)C. Product: [Br:17][C:18]1[CH:19]=[CH:20][C:21]([N:24]2[CH2:29][CH2:28][N:27]([S:12]([CH2:11][C:5]3([C:3]([OH:2])=[O:4])[CH2:10][CH2:9][O:8][CH2:7][CH2:6]3)(=[O:14])=[O:13])[CH2:26][CH2:25]2)=[CH:22][CH:23]=1. The catalyst class is: 4. (4) Product: [CH3:56][C:44]([S:40][C:2]1[C:26]([N+:27]([O-:29])=[O:28])=[CH:25][C:5]([C:6]([N:8]([CH:22]([CH3:24])[CH3:23])[C@@H:9]2[CH2:14][CH2:13][CH2:12][N:11]([C:15]([O:17][C:18]([CH3:21])([CH3:20])[CH3:19])=[O:16])[CH2:10]2)=[O:7])=[C:4]([CH3:30])[CH:3]=1)([CH3:57])[C:45]([O:47][CH2:48][CH2:49][CH2:50][CH2:51][CH2:52][CH2:53][CH2:54][CH3:55])=[O:46]. The catalyst class is: 16. Reactant: Cl[C:2]1[C:26]([N+:27]([O-:29])=[O:28])=[CH:25][C:5]([C:6]([N:8]([CH:22]([CH3:24])[CH3:23])[C@@H:9]2[CH2:14][CH2:13][CH2:12][N:11]([C:15]([O:17][C:18]([CH3:21])([CH3:20])[CH3:19])=[O:16])[CH2:10]2)=[O:7])=[C:4]([CH3:30])[CH:3]=1.C(=O)([O-])[O-].[K+].[K+].[Br-].[Mg+2].[Br-].[S-2:40].[Li+].[Li+].Br[C:44]([CH3:57])([CH3:56])[C:45]([O:47][CH2:48][CH2:49][CH2:50][CH2:51][CH2:52][CH2:53][CH2:54][CH3:55])=[O:46]. (5) Reactant: [CH3:1][O:2][C:3]1[CH:8]=[CH:7][C:6]([CH2:9][CH2:10][CH2:11][OH:12])=[CH:5][CH:4]=1.[Cr](Cl)([O-])(=O)=O.[NH+]1C=CC=CC=1.C(OCC)C. Product: [CH3:1][O:2][C:3]1[CH:8]=[CH:7][C:6]([CH2:9][CH2:10][CH:11]=[O:12])=[CH:5][CH:4]=1. The catalyst class is: 4. (6) Reactant: [CH2:1]([C:3]1([C:13]2[N:14]=[CH:15][NH:16][CH:17]=2)[CH2:11][C:10]2[C:5](=[CH:6][CH:7]=[CH:8][CH:9]=2)[CH:4]1O)[CH3:2].O.[ClH:19].[H][H]. Product: [ClH:19].[CH2:1]([C:3]1([C:13]2[N:14]=[CH:15][NH:16][CH:17]=2)[CH2:11][C:10]2[C:5](=[CH:6][CH:7]=[CH:8][CH:9]=2)[CH2:4]1)[CH3:2]. The catalyst class is: 63. (7) Reactant: [Cl:1][C:2]1[CH:7]=[C:6]([N+]([O-])=O)[CH:5]=[CH:4][N:3]=1.[CH3:11][O:12][C:13]1[CH:18]=[CH:17][C:16]([CH2:19][SH:20])=[CH:15][CH:14]=1.CN(C=O)C.C(=O)([O-])[O-].[Cs+].[Cs+]. Product: [CH3:11][O:12][C:13]1[CH:18]=[CH:17][C:16]([CH2:19][S:20][C:6]2[CH:5]=[CH:4][N:3]=[C:2]([Cl:1])[CH:7]=2)=[CH:15][CH:14]=1. The catalyst class is: 4. (8) Reactant: [NH2:1][C:2]1[C:10]2[C:5](=[N:6][C:7]([C:12]3[CH:17]=[CH:16][C:15]([O:18][CH3:19])=[C:14]([O:20][CH3:21])[CH:13]=3)=[CH:8][C:9]=2[CH3:11])[S:4][C:3]=1[C:22]([NH2:24])=[O:23].Cl[C:26]([O:29]C(Cl)=O)(Cl)Cl.N. Product: [CH3:21][O:20][C:14]1[CH:13]=[C:12]([C:7]2[CH:8]=[C:9]([CH3:11])[C:10]3[C:2]4[NH:1][C:26](=[O:29])[NH:24][C:22](=[O:23])[C:3]=4[S:4][C:5]=3[N:6]=2)[CH:17]=[CH:16][C:15]=1[O:18][CH3:19]. The catalyst class is: 38.